From a dataset of Forward reaction prediction with 1.9M reactions from USPTO patents (1976-2016). Predict the product of the given reaction. (1) Given the reactants P(Br)(Br)[Br:2].[Br:5][C:6]1[CH:15]=[CH:14][C:13]([Br:16])=[CH:12][C:7]=1[O:8][CH2:9][CH2:10]O.O, predict the reaction product. The product is: [Br:5][C:6]1[CH:15]=[CH:14][C:13]([Br:16])=[CH:12][C:7]=1[O:8][CH2:9][CH2:10][Br:2]. (2) Given the reactants [CH3:1][C:2]([C:4]1[CH:9]=[CH:8][C:7](I)=[CH:6][CH:5]=1)=[O:3].[CH:11]([C:13]1[S:17][C:16](B(O)O)=[CH:15][CH:14]=1)=[O:12], predict the reaction product. The product is: [C:2]([C:4]1[CH:9]=[CH:8][C:7]([C:16]2[S:17][C:13]([CH:11]=[O:12])=[CH:14][CH:15]=2)=[CH:6][CH:5]=1)(=[O:3])[CH3:1]. (3) Given the reactants Cl[CH2:2][C:3]1[N:4]2[CH:10]=[C:9]([C:11]3[CH:16]=[CH:15][CH:14]=[CH:13][C:12]=3[N+:17]([O-:19])=[O:18])[N:8]=[C:5]2[S:6][CH:7]=1.[NH:20]1[CH:24]=[N:23][CH:22]=[N:21]1.C([O-])([O-])=O.[K+].[K+], predict the reaction product. The product is: [N+:17]([C:12]1[CH:13]=[CH:14][CH:15]=[CH:16][C:11]=1[C:9]1[N:8]=[C:5]2[N:4]([CH:10]=1)[C:3]([CH2:2][N:20]1[CH:24]=[N:23][CH:22]=[N:21]1)=[CH:7][S:6]2)([O-:19])=[O:18].